From a dataset of Reaction yield outcomes from USPTO patents with 853,638 reactions. Predict the reaction yield, written as a fraction of the theoretical maximum amount of product (1.0 means a 100% yield; for example, 0.34 means a 34% yield). (1) The reactants are Cl[CH2:2][O:3][C:4](=[O:31])[N:5]([C:28](=[O:30])[CH3:29])[CH2:6][C@@H:7]1[O:11][C:10](=[O:12])[N:9]([C:13]2[CH:18]=[CH:17][C:16]([CH:19]3[CH2:24][CH2:23][S:22](=[O:26])(=[O:25])[CH2:21][CH2:20]3)=[C:15]([F:27])[CH:14]=2)[CH2:8]1.[I-].[Na+].[Cs].[C:35]([N:42]1[CH2:50][CH2:49][CH:45]([C:46]([OH:48])=[O:47])[CH2:44][CH2:43]1)([O:37][C:38]([CH3:41])([CH3:40])[CH3:39])=[O:36]. The catalyst is C(#N)C. The product is [C:38]([O:37][C:35]([N:42]1[CH2:50][CH2:49][CH:45]([C:46]([O:48][CH2:2][O:3][C:4](=[O:31])[N:5]([C:28](=[O:30])[CH3:29])[CH2:6][C@@H:7]2[O:11][C:10](=[O:12])[N:9]([C:13]3[CH:18]=[CH:17][C:16]([CH:19]4[CH2:24][CH2:23][S:22](=[O:26])(=[O:25])[CH2:21][CH2:20]4)=[C:15]([F:27])[CH:14]=3)[CH2:8]2)=[O:47])[CH2:44][CH2:43]1)=[O:36])([CH3:41])([CH3:39])[CH3:40]. The yield is 0.720. (2) The product is [CH2:20]1[CH:19]([C:18]#[C:17][C@:12]2([C:13]([F:15])([F:14])[F:16])[O:4][C:1](=[O:2])[NH:29][C:23]3[CH:24]=[CH:25][C:26]([Cl:28])=[CH:27][C:22]2=3)[CH2:21]1. The yield is 0.942. The reactants are [C:1]([O-:4])([O-])=[O:2].[Na+].[Na+].S(O[C@:12]([C:22]1[CH:27]=[C:26]([Cl:28])[CH:25]=[CH:24][C:23]=1[NH2:29])([C:17]#[C:18][CH:19]1[CH2:21][CH2:20]1)[C:13]([F:16])([F:15])[F:14])(=O)(=O)C.CS([O-])(=O)=O.[H][H].O=C(Cl)OC(Cl)(Cl)Cl. No catalyst specified. (3) The reactants are [CH:1]([C:4]1[CH:9]=[CH:8][CH:7]=[CH:6][C:5]=1[C:10]1[S:14][C:13]2[CH:15]=[C:16]([O:19]C)[CH:17]=[CH:18][C:12]=2[C:11]=1[O:21][C:22]1[CH:27]=[CH:26][C:25](/[CH:28]=[CH:29]/[C:30]([O:32][CH3:33])=[O:31])=[CH:24][CH:23]=1)([CH3:3])[CH3:2].B(Br)(Br)Br. The catalyst is C(Cl)Cl. The product is [OH:19][C:16]1[CH:17]=[CH:18][C:12]2[C:11]([O:21][C:22]3[CH:23]=[CH:24][C:25](/[CH:28]=[CH:29]/[C:30]([O:32][CH3:33])=[O:31])=[CH:26][CH:27]=3)=[C:10]([C:5]3[CH:6]=[CH:7][CH:8]=[CH:9][C:4]=3[CH:1]([CH3:2])[CH3:3])[S:14][C:13]=2[CH:15]=1. The yield is 0.890. (4) The reactants are [NH2:1][CH:2]1[CH2:7][CH2:6][N:5]([C:8]([O:10][C:11]([CH3:14])([CH3:13])[CH3:12])=[O:9])[CH2:4][CH2:3]1.[Cl:15][C:16]1[CH:23]=[CH:22][C:19]([CH2:20]Br)=[CH:18][CH:17]=1.C(N(CC)CC)C. The catalyst is C(Cl)Cl. The product is [C:11]([O:10][C:8]([N:5]1[CH2:4][CH2:3][CH:2]([NH:1][CH2:20][C:19]2[CH:22]=[CH:23][C:16]([Cl:15])=[CH:17][CH:18]=2)[CH2:7][CH2:6]1)=[O:9])([CH3:14])([CH3:13])[CH3:12]. The yield is 0.270.